From a dataset of Catalyst prediction with 721,799 reactions and 888 catalyst types from USPTO. Predict which catalyst facilitates the given reaction. (1) Reactant: [NH2:1][C:2]1[N:6]([C:7]2[CH:12]=[CH:11][CH:10]=[CH:9][CH:8]=2)[N:5]=[C:4]([C:13]([OH:15])=O)[C:3]=1[CH3:16].CCN(C(C)C)C(C)C.ClC(OCC(C)C)=O.Cl.[CH:35]([NH:38][NH2:39])([CH3:37])[CH3:36]. Product: [NH2:1][C:2]1[N:6]([C:7]2[CH:8]=[CH:9][CH:10]=[CH:11][CH:12]=2)[N:5]=[C:4]([C:13]([NH:39][NH:38][CH:35]([CH3:37])[CH3:36])=[O:15])[C:3]=1[CH3:16]. The catalyst class is: 2. (2) Reactant: [CH3:1][O:2][C:3]1[CH:13]=[CH:12][C:6]([CH:7]=[CH:8][C:9]([OH:11])=[O:10])=[CH:5][CH:4]=1.[OH2:14].ON1[C:20]2C=CC=C[C:19]=2N=N1.[CH2:25](N(CC)CC)[CH3:26].[CH3:32]O. Product: [CH:3]12[CH2:7][CH:6]([CH:5]=[CH:4]1)[CH2:12][CH:13]2[CH2:32][OH:14].[CH2:19]=[CH2:20].[CH:3]12[CH2:7][CH:6]([CH:5]=[CH:4]1)[CH2:12][CH2:13]2.[CH3:25][C:12]1[CH:13]=[C:3]([O:2][CH3:1])[CH:4]=[CH:5][C:6]=1[CH:7]=[CH:8][C:9]([O-:11])=[O:10].[CH2:25]=[CH2:26]. The catalyst class is: 3.